This data is from Catalyst prediction with 721,799 reactions and 888 catalyst types from USPTO. The task is: Predict which catalyst facilitates the given reaction. (1) Product: [Cl:12][C:13]1[CH:14]=[C:15]([CH:16]=[CH:17][CH:18]=1)[O:19][C:2]1[CH:9]=[C:8]([O:10][CH3:11])[CH:7]=[CH:6][C:3]=1[CH:4]=[O:5]. The catalyst class is: 16. Reactant: F[C:2]1[CH:9]=[C:8]([O:10][CH3:11])[CH:7]=[CH:6][C:3]=1[CH:4]=[O:5].[Cl:12][C:13]1[CH:14]=[C:15]([OH:19])[CH:16]=[CH:17][CH:18]=1.C([O-])([O-])=O.[K+].[K+]. (2) Reactant: [NH2:1][C:2]1[CH:6]=[C:5]([C:7]2[CH:12]=[CH:11][N:10]=[CH:9][CH:8]=2)[S:4][C:3]=1[C:13]([NH2:15])=[O:14].[CH3:16][C:17](=O)[CH2:18][CH3:19].O.C1(C)C=CC(S(O)(=O)=O)=CC=1.C(=O)([O-])O.[Na+]. Product: [CH2:17]([C:18]1([CH3:19])[NH:1][C:2]2[CH:6]=[C:5]([C:7]3[CH:8]=[CH:9][N:10]=[CH:11][CH:12]=3)[S:4][C:3]=2[C:13](=[O:14])[NH:15]1)[CH3:16]. The catalyst class is: 15. (3) Reactant: CO[C:3](=[NH:10])[C:4]1[CH:9]=[CH:8][CH:7]=[N:6][CH:5]=1.C(O)(=O)C(O)=O.[CH2:17]([NH:19][NH2:20])[CH3:18]. Product: [CH2:17]([NH:19][NH:20][C:3](=[NH:10])[C:4]1[CH:9]=[CH:8][CH:7]=[N:6][CH:5]=1)[CH3:18]. The catalyst class is: 17. (4) Reactant: [CH2:1]([N:5]([CH2:22][C:23]1[CH:35]=[CH:34][C:26]([O:27][CH2:28][C:29]([O:31]CC)=[O:30])=[C:25]([CH3:36])[CH:24]=1)[C:6]1[CH:7]=[C:8]([C:12]2[CH:17]=[CH:16][C:15]([C:18]([F:21])([F:20])[F:19])=[CH:14][CH:13]=2)[CH:9]=[CH:10][CH:11]=1)[CH2:2][CH2:3][CH3:4].[OH-].[Na+]. Product: [CH2:1]([N:5]([CH2:22][C:23]1[CH:35]=[CH:34][C:26]([O:27][CH2:28][C:29]([OH:31])=[O:30])=[C:25]([CH3:36])[CH:24]=1)[C:6]1[CH:7]=[C:8]([C:12]2[CH:13]=[CH:14][C:15]([C:18]([F:21])([F:20])[F:19])=[CH:16][CH:17]=2)[CH:9]=[CH:10][CH:11]=1)[CH2:2][CH2:3][CH3:4]. The catalyst class is: 111. (5) Reactant: [Br:1][C:2]1[S:6][C:5]([C:7]2[CH2:11][CH:10](NC)[O:9][N:8]=2)=[CH:4][CH:3]=1.[CH2:14]([N:16]([CH2:19]C)CC)[CH3:15].ClCCl.C(Cl)(=[O:26])C. Product: [Br:1][C:2]1[S:6][C:5]([C:7]2[CH2:11][CH:10]([CH2:19][NH:16][C:14](=[O:26])[CH3:15])[O:9][N:8]=2)=[CH:4][CH:3]=1. The catalyst class is: 13. (6) Reactant: [OH:1][CH2:2][CH:3]([CH2:15][O:16][CH3:17])[O:4][CH2:5][CH2:6][NH:7]C(=O)OC(C)(C)C.[ClH:18]. Product: [ClH:18].[NH2:7][CH2:6][CH2:5][O:4][CH:3]([CH2:15][O:16][CH3:17])[CH2:2][OH:1]. The catalyst class is: 7.